Dataset: Full USPTO retrosynthesis dataset with 1.9M reactions from patents (1976-2016). Task: Predict the reactants needed to synthesize the given product. (1) Given the product [CH3:1][O:2][CH2:3][CH2:4][O:5][C:6]1[CH:11]=[C:10]2[C:9](=[C:8]([N+:21]([O-:23])=[O:22])[CH:7]=1)[NH:12][C:7]([C:6]([O:5][CH2:4][CH3:3])=[O:24])=[CH:8]2, predict the reactants needed to synthesize it. The reactants are: [CH3:1][O:2][CH2:3][CH2:4][O:5][C:6]1[CH:11]=[CH:10][C:9]([NH:12]N=C(C)C(OCC)=O)=[C:8]([N+:21]([O-:23])=[O:22])[CH:7]=1.[OH2:24]. (2) The reactants are: C([Li])CCC.[F:6][C:7]([F:18])([F:17])[C:8]1[CH:16]=[CH:15][C:11]([C:12]([OH:14])=[O:13])=[CH:10][N:9]=1.[CH2:19]([S:21]SCC)[CH3:20].Cl. Given the product [CH2:19]([S:21][C:15]1[C:11]([C:12]([OH:14])=[O:13])=[CH:10][N:9]=[C:8]([C:7]([F:6])([F:17])[F:18])[CH:16]=1)[CH3:20], predict the reactants needed to synthesize it. (3) Given the product [CH2:9]([O:8][C:6](=[O:7])[C:5]([CH:23]1[C:22](=[O:25])[CH2:21][CH2:20][N:19]([CH2:12][C:13]2[CH:18]=[CH:17][CH:16]=[CH:15][CH:14]=2)[CH2:24]1)=[O:11])[CH3:10], predict the reactants needed to synthesize it. The reactants are: [Na].C(O[C:5](=[O:11])[C:6]([O:8][CH2:9][CH3:10])=[O:7])C.[CH2:12]([N:19]1[CH2:24][CH2:23][C:22](=[O:25])[CH2:21][CH2:20]1)[C:13]1[CH:18]=[CH:17][CH:16]=[CH:15][CH:14]=1.